Dataset: Reaction yield outcomes from USPTO patents with 853,638 reactions. Task: Predict the reaction yield, written as a fraction of the theoretical maximum amount of product (1.0 means a 100% yield; for example, 0.34 means a 34% yield). The reactants are [NH2:1][C:2]1[C:3]([C:9]([O:11][CH3:12])=[O:10])=[N:4][C:5](Br)=[CH:6][N:7]=1.[Br:13][C:14]1[CH:15]=[C:16](B(O)O)[CH:17]=[CH:18][CH:19]=1. No catalyst specified. The yield is 0.550. The product is [NH2:1][C:2]1[C:3]([C:9]([O:11][CH3:12])=[O:10])=[N:4][C:5]([C:18]2[CH:17]=[CH:16][CH:15]=[C:14]([Br:13])[CH:19]=2)=[CH:6][N:7]=1.